Task: Predict the reaction yield, written as a fraction of the theoretical maximum amount of product (1.0 means a 100% yield; for example, 0.34 means a 34% yield).. Dataset: Reaction yield outcomes from USPTO patents with 853,638 reactions The reactants are [Br:1][C:2]1[CH:3]=[CH:4][C:5]([N:16]=O)=[C:6]([CH:15]=1)[NH:7][C:8]1[CH:13]=[CH:12][C:11]([Br:14])=[CH:10][CH:9]=1.O. The catalyst is CC(O)=O. The product is [Br:1][C:2]1[CH:3]=[CH:4][C:5]2[C:6](=[N:7][C:8]3[C:13]([N:16]=2)=[CH:12][C:11]([Br:14])=[CH:10][CH:9]=3)[CH:15]=1. The yield is 0.160.